From a dataset of Forward reaction prediction with 1.9M reactions from USPTO patents (1976-2016). Predict the product of the given reaction. (1) Given the reactants CCC([O-])(C)C.[Na+].[F:8][C:9]([F:23])([F:22])[C:10]1[CH:11]=[C:12]([CH:15]=[C:16]([C:18]([F:21])([F:20])[F:19])[CH:17]=1)[CH2:13]Br.[C:24]([O:28][C:29](=[O:44])[NH:30][C@@H:31]1[CH2:37][C:36](=[O:38])[C:35]2[CH:39]=[CH:40][CH:41]=[CH:42][C:34]=2[NH:33][C:32]1=[O:43])([CH3:27])([CH3:26])[CH3:25].[Cl-].[NH4+], predict the reaction product. The product is: [C:24]([O:28][C:29](=[O:44])[NH:30][C@@H:31]1[CH2:37][C:36](=[O:38])[C:35]2[CH:39]=[CH:40][CH:41]=[CH:42][C:34]=2[N:33]([CH2:13][C:12]2[CH:11]=[C:10]([C:9]([F:23])([F:22])[F:8])[CH:17]=[C:16]([C:18]([F:21])([F:20])[F:19])[CH:15]=2)[C:32]1=[O:43])([CH3:27])([CH3:25])[CH3:26]. (2) Given the reactants [Br:1][C:2]1[CH:3]=[CH:4][C:5]([N:8]2[CH:12]=[C:11]([CH2:13][CH2:14][CH2:15][OH:16])[C:10]([CH:17]([CH3:19])[CH3:18])=[N:9]2)=[N:6][CH:7]=1.O[C:21]1[C:26]([O:27][CH3:28])=[CH:25][CH:24]=[CH:23][C:22]=1[CH2:29][C:30]([O:32]C)=[O:31].C(P(CCCC)CCCC)CCC.N(C(N1CCCCC1)=O)=NC(N1CCCCC1)=O, predict the reaction product. The product is: [Br:1][C:2]1[CH:3]=[CH:4][C:5]([N:8]2[CH:12]=[C:11]([CH2:13][CH2:14][CH2:15][O:16][C:21]3[C:26]([O:27][CH3:28])=[CH:25][CH:24]=[CH:23][C:22]=3[CH2:29][C:30]([OH:32])=[O:31])[C:10]([CH:17]([CH3:19])[CH3:18])=[N:9]2)=[N:6][CH:7]=1. (3) The product is: [CH:10]1[C:11]2[CH:12]([CH2:14][O:15][C:16]([N:18]3[CH2:23][CH2:22][CH2:21][CH2:20][C@H:19]3[C:24](=[O:25])[NH:27][CH2:28][C:29]3[CH:43]=[C:42]([Cl:44])[CH:41]=[CH:40][C:30]=3[CH2:31][NH:32][C:33]([O:34][C:35]([CH3:38])([CH3:37])[CH3:36])=[O:39])=[O:17])[C:13]3[C:5](=[CH:4][CH:3]=[CH:2][CH:1]=3)[C:6]=2[CH:7]=[CH:8][CH:9]=1. Given the reactants [CH:1]1[C:13]2[CH:12]([CH2:14][O:15][C:16]([N:18]3[CH2:23][CH2:22][CH2:21][CH2:20][C@H:19]3[C:24](O)=[O:25])=[O:17])[C:11]3[C:6](=[CH:7][CH:8]=[CH:9][CH:10]=3)[C:5]=2[CH:4]=[CH:3][CH:2]=1.[NH2:27][CH2:28][C:29]1[CH:43]=[C:42]([Cl:44])[CH:41]=[CH:40][C:30]=1[CH2:31][NH:32][C:33](=[O:39])[O:34][C:35]([CH3:38])([CH3:37])[CH3:36].C1C=CC2N(O)N=NC=2C=1.CCN=C=NCCCN(C)C.Cl, predict the reaction product. (4) Given the reactants [NH2:1][CH:2]1[CH2:7][CH2:6][CH:5]([CH2:8][OH:9])[CH2:4][CH2:3]1.[C:10](O)(=[O:17])[C:11]1[CH:16]=[CH:15][N:14]=[CH:13][CH:12]=1, predict the reaction product. The product is: [OH:9][CH2:8][CH:5]1[CH2:6][CH2:7][CH:2]([NH:1][C:10](=[O:17])[C:11]2[CH:16]=[CH:15][N:14]=[CH:13][CH:12]=2)[CH2:3][CH2:4]1. (5) The product is: [CH3:14][O:16][C:22]1[CH:23]=[C:24]([N:28]2[C:33](=[O:34])[N:32]([CH2:35][C:36]3[C:37]([F:44])=[CH:38][C:39]([O:4][CH3:1])=[CH:40][C:41]=3[F:42])[C:31]3[CH:45]=[CH:46][CH:47]=[CH:48][C:30]=3[S:29]2(=[O:49])=[O:50])[CH:25]=[CH:26][C:21]=1[O:20][CH3:19]. Given the reactants [C:1]([O-:4])([O-])=O.[K+].[K+].FC1C=[C:14]([O:16]C)C=C(F)C=1CBr.[CH3:19][O:20][C:21]1[C:26](C)=[CH:25][C:24]([N:28]2[C:33](=[O:34])[N:32]([CH2:35][C:36]3[C:41]([F:42])=[CH:40][C:39](F)=[CH:38][C:37]=3[F:44])[C:31]3[CH:45]=[CH:46][CH:47]=[CH:48][C:30]=3[S:29]2(=[O:50])=[O:49])=[CH:23][C:22]=1C, predict the reaction product. (6) Given the reactants [OH-].[Na+].C1COCC1.[F:8][C:9]1[C:14]2[CH:15]=[C:16]([CH2:18][C:19]3[CH:24]=[CH:23][CH:22]=[C:21]([C:25]([F:28])([F:27])[F:26])[CH:20]=3)[S:17][C:13]=2[C:12]([C:29]2[CH:30]=[C:31]([CH:37]=[CH:38][CH:39]=2)[C:32]([O:34]CC)=[O:33])=[CH:11][CH:10]=1.Cl, predict the reaction product. The product is: [F:8][C:9]1[C:14]2[CH:15]=[C:16]([CH2:18][C:19]3[CH:24]=[CH:23][CH:22]=[C:21]([C:25]([F:27])([F:28])[F:26])[CH:20]=3)[S:17][C:13]=2[C:12]([C:29]2[CH:30]=[C:31]([CH:37]=[CH:38][CH:39]=2)[C:32]([OH:34])=[O:33])=[CH:11][CH:10]=1. (7) Given the reactants [C:1]([NH:4][N:5]=[C:6]([C:15]#[N:16])[C:7]1[CH:12]=[CH:11][CH:10]=[C:9]([Cl:13])[C:8]=1[Cl:14])(=[NH:3])[NH2:2], predict the reaction product. The product is: [NH2:3][C:1]1[N:4]=[N:5][C:6]([C:7]2[CH:12]=[CH:11][CH:10]=[C:9]([Cl:13])[C:8]=2[Cl:14])=[C:15]([NH2:16])[N:2]=1.